This data is from Merck oncology drug combination screen with 23,052 pairs across 39 cell lines. The task is: Regression. Given two drug SMILES strings and cell line genomic features, predict the synergy score measuring deviation from expected non-interaction effect. (1) Drug 1: CN(C)C(=N)N=C(N)N. Drug 2: Cn1c(=O)n(-c2ccc(C(C)(C)C#N)cc2)c2c3cc(-c4cnc5ccccc5c4)ccc3ncc21. Cell line: NCIH520. Synergy scores: synergy=18.7. (2) Drug 1: COc1cc(C2c3cc4c(cc3C(OC3OC5COC(C)OC5C(O)C3O)C3COC(=O)C23)OCO4)cc(OC)c1O. Drug 2: Cn1c(=O)n(-c2ccc(C(C)(C)C#N)cc2)c2c3cc(-c4cnc5ccccc5c4)ccc3ncc21. Cell line: UWB1289BRCA1. Synergy scores: synergy=0.669. (3) Synergy scores: synergy=-18.0. Cell line: SKMES1. Drug 2: CC(C)CC(NC(=O)C(Cc1ccccc1)NC(=O)c1cnccn1)B(O)O. Drug 1: CN1C(=O)C=CC2(C)C3CCC4(C)C(NC(=O)OCC(F)(F)F)CCC4C3CCC12. (4) Drug 1: N#Cc1ccc(Cn2cncc2CN2CCN(c3cccc(Cl)c3)C(=O)C2)cc1. Drug 2: Cc1nc(Nc2ncc(C(=O)Nc3c(C)cccc3Cl)s2)cc(N2CCN(CCO)CC2)n1. Cell line: UACC62. Synergy scores: synergy=42.4.